This data is from Forward reaction prediction with 1.9M reactions from USPTO patents (1976-2016). The task is: Predict the product of the given reaction. (1) The product is: [CH3:24][N:21]1[CH2:22][CH2:23][N:18]([C:16]2[CH:17]=[C:12]([N:8]3[CH2:7][CH2:6][C:5]4[C:10](=[CH:11][C:2]([C:30]5[CH:29]=[N:28][N:27]([CH3:26])[CH:31]=5)=[CH:3][CH:4]=4)[CH2:9]3)[N:13]=[C:14]([NH2:25])[N:15]=2)[CH2:19][CH2:20]1. Given the reactants Br[C:2]1[CH:11]=[C:10]2[C:5]([CH2:6][CH2:7][N:8]([C:12]3[CH:17]=[C:16]([N:18]4[CH2:23][CH2:22][N:21]([CH3:24])[CH2:20][CH2:19]4)[N:15]=[C:14]([NH2:25])[N:13]=3)[CH2:9]2)=[CH:4][CH:3]=1.[CH3:26][N:27]1[CH:31]=[C:30](B2OC(C)(C)C(C)(C)O2)[CH:29]=[N:28]1, predict the reaction product. (2) Given the reactants [F:1][C:2]1[CH:23]=[CH:22][CH:21]=[CH:20][C:3]=1[CH:4]=[C:5]1[C:10](=[O:11])[C:9](=[CH:12][C:13]2[CH:18]=[CH:17][CH:16]=[CH:15][C:14]=2[F:19])[CH2:8][NH:7][CH2:6]1, predict the reaction product. The product is: [F:19][C:14]1[CH:15]=[CH:16][CH:17]=[CH:18][C:13]=1[CH2:12][CH:9]1[C:10](=[O:11])[CH:5]([CH2:4][C:3]2[CH:20]=[CH:21][CH:22]=[CH:23][C:2]=2[F:1])[CH2:6][NH:7][CH2:8]1. (3) Given the reactants [C:1]1([CH:7]([CH3:11])[C:8]([OH:10])=[O:9])[CH:6]=[CH:5][CH:4]=[CH:3][CH:2]=1.Cl.[CH2:13](O)[CH3:14], predict the reaction product. The product is: [C:1]1([CH:7]([CH3:11])[C:8]([O:10][CH2:13][CH3:14])=[O:9])[CH:6]=[CH:5][CH:4]=[CH:3][CH:2]=1. (4) Given the reactants [CH2:1]([O:3][C:4]1[CH:5]=[C:6]([CH:16]=[CH:17][CH:18]=1)[O:7][C:8]1[CH:9]=[C:10]([CH:13]=[CH:14][CH:15]=1)[C:11]#[N:12])[CH3:2].C1COCC1.[H-].[Al+3].[Li+].[H-].[H-].[H-].[OH-].[Na+], predict the reaction product. The product is: [CH2:1]([O:3][C:4]1[CH:5]=[C:6]([CH:16]=[CH:17][CH:18]=1)[O:7][C:8]1[CH:9]=[C:10]([CH:13]=[CH:14][CH:15]=1)[CH2:11][NH2:12])[CH3:2]. (5) Given the reactants [H-].[Na+].[I-].[CH3:4][S+](C)(C)=O.[Cl:9][C:10]1[CH:15]=[CH:14][C:13]([C:16]([N:21]2[C:29]3[C:24](=[C:25]([NH:30][C:31](=[O:37])[O:32][C:33]([CH3:36])([CH3:35])[CH3:34])[CH:26]=[CH:27][CH:28]=3)[CH:23]=[CH:22]2)([CH2:19][CH3:20])[CH:17]=[O:18])=[CH:12][CH:11]=1, predict the reaction product. The product is: [Cl:9][C:10]1[CH:15]=[CH:14][C:13]([C:16]([N:21]2[C:29]3[C:24](=[C:25]([NH:30][C:31](=[O:37])[O:32][C:33]([CH3:36])([CH3:35])[CH3:34])[CH:26]=[CH:27][CH:28]=3)[CH:23]=[CH:22]2)([CH:17]2[CH2:4][O:18]2)[CH2:19][CH3:20])=[CH:12][CH:11]=1. (6) Given the reactants FC(F)(F)S(O[C:7]1[CH:16]=[CH:15][C:14]2[C:9](=[CH:10][CH:11]=[CH:12][CH:13]=2)[C:8]=1[N+:17]([O-:19])=[O:18])(=O)=O.[NH2:22][C:23]1[CH:28]=[CH:27][C:26]([NH:29][C:30](=[O:36])[O:31][C:32]([CH3:35])([CH3:34])[CH3:33])=[CH:25][CH:24]=1.C1(P(C2C=CC=CC=2)C2C=CC=CC=2)C=CC=CC=1.C(=O)([O-])[O-].[K+].[K+], predict the reaction product. The product is: [N+:17]([C:8]1[C:9]2[C:14](=[CH:13][CH:12]=[CH:11][CH:10]=2)[CH:15]=[CH:16][C:7]=1[NH:22][C:23]1[CH:24]=[CH:25][C:26]([NH:29][C:30](=[O:36])[O:31][C:32]([CH3:34])([CH3:33])[CH3:35])=[CH:27][CH:28]=1)([O-:19])=[O:18]. (7) Given the reactants [OH:1][C:2]([CH3:17])([CH3:16])[C@@H:3]([C:11]([N:13]([CH3:15])[CH3:14])=[O:12])[NH:4][C:5]1[CH2:9][S:8][C:7](=[O:10])[N:6]=1.[F:18][C:19]([F:40])([F:39])[C:20]1[CH:34]=[C:33]([C:35]([F:38])([F:37])[F:36])[CH:32]=[CH:31][C:21]=1[CH2:22][N:23]1[CH2:28][CH2:27][CH:26]([CH:29]=O)[CH2:25][CH2:24]1.C([O-])(=O)C.[NH2+]1CCCCC1, predict the reaction product. The product is: [F:40][C:19]([F:18])([F:39])[C:20]1[CH:34]=[C:33]([C:35]([F:38])([F:37])[F:36])[CH:32]=[CH:31][C:21]=1[CH2:22][N:23]1[CH2:28][CH2:27][CH:26](/[CH:29]=[C:9]2/[C:5]([NH:4][C@H:3]([C:11]([N:13]([CH3:15])[CH3:14])=[O:12])[C:2]([OH:1])([CH3:17])[CH3:16])=[N:6][C:7](=[O:10])[S:8]/2)[CH2:25][CH2:24]1. (8) Given the reactants [F:1][CH2:2][CH2:3][CH2:4][S:5](Cl)(=[O:7])=[O:6].[Cl:9][C:10]1[CH:15]=[C:14]([Cl:16])[CH:13]=[CH:12][C:11]=1[N:17]1[C:21]([C:22]2[CH:27]=[CH:26][C:25]([OH:28])=[CH:24][CH:23]=2)=[C:20]([CH3:29])[C:19]([C:30]([NH:32][N:33]2[CH2:38][CH2:37][CH2:36][CH2:35][CH2:34]2)=[O:31])=[N:18]1.O, predict the reaction product. The product is: [F:1][CH2:2][CH2:3][CH2:4][S:5]([O:28][C:25]1[CH:24]=[CH:23][C:22]([C:21]2[N:17]([C:11]3[CH:12]=[CH:13][C:14]([Cl:16])=[CH:15][C:10]=3[Cl:9])[N:18]=[C:19]([C:30]([NH:32][N:33]3[CH2:34][CH2:35][CH2:36][CH2:37][CH2:38]3)=[O:31])[C:20]=2[CH3:29])=[CH:27][CH:26]=1)(=[O:7])=[O:6]. (9) Given the reactants C(OC([N:8]1[CH2:12][CH2:11][C@H:10]([CH:13]([OH:16])[C:14]#[CH:15])[CH2:9]1)=O)(C)(C)C.CC(OC(/N=N/C(OC(C)C)=O)=O)C.C1(C)C=CC=CC=1.C1C=CC(P(C2C=CC=CC=2)C2C=CC=CC=2)=CC=1.[Cl:57][C:58]1[C:63]([Cl:64])=[CH:62][CH:61]=[C:60]([Cl:65])[C:59]=1O.C1(O)C=CC=CC=1.Cl.CCO, predict the reaction product. The product is: [Cl:57][C:58]1[C:63]([Cl:64])=[CH:62][CH:61]=[C:60]([Cl:65])[C:59]=1[O:16][CH:13]([C@H:10]1[CH2:11][CH2:12][NH:8][CH2:9]1)[C:14]#[CH:15].